From a dataset of Reaction yield outcomes from USPTO patents with 853,638 reactions. Predict the reaction yield, written as a fraction of the theoretical maximum amount of product (1.0 means a 100% yield; for example, 0.34 means a 34% yield). (1) The reactants are C(OC(=O)[NH:7][C:8]1[S:12][N:11]=[C:10]([C:13]2[CH:18]=[CH:17][CH:16]=[C:15]([O:19][C:20]([F:23])([F:22])[F:21])[CH:14]=2)[N:9]=1)(C)(C)C.C(O)(C(F)(F)F)=O. The catalyst is C(Cl)Cl. The product is [F:23][C:20]([F:21])([F:22])[O:19][C:15]1[CH:14]=[C:13]([C:10]2[N:9]=[C:8]([NH2:7])[S:12][N:11]=2)[CH:18]=[CH:17][CH:16]=1. The yield is 0.950. (2) The reactants are [O:1]1[C:10]2[C:5](=[CH:6][CH:7]=[CH:8][CH:9]=2)[C:4](=O)[CH:3]=[C:2]1[C:12]([OH:14])=[O:13].[H][H]. The catalyst is CO.O.[Pd]. The product is [O:1]1[C:10]2[C:5](=[CH:6][CH:7]=[CH:8][CH:9]=2)[CH2:4][CH2:3][CH:2]1[C:12]([OH:14])=[O:13]. The yield is 0.950.